The task is: Predict the product of the given reaction.. This data is from Forward reaction prediction with 1.9M reactions from USPTO patents (1976-2016). (1) The product is: [S:40]([OH:44])([OH:43])(=[O:42])=[O:41].[CH:1]1([CH2:4][CH2:5][N:6]([CH:31]2[CH2:32][CH2:33][O:34][CH2:35][CH2:36]2)[C:7]2[C:8]([O:29][CH3:30])=[N:9][N:10]3[C:14]([C:15]4[C:20]([O:21][CH3:22])=[CH:19][C:18]([CH2:23][O:24][CH2:25][CH3:26])=[CH:17][C:16]=4[O:27][CH3:28])=[CH:13][S:12][C:11]=23)[CH2:3][CH2:2]1. Given the reactants [CH:1]1([CH2:4][CH2:5][N:6]([CH:31]2[CH2:36][CH2:35][O:34][CH2:33][CH2:32]2)[C:7]2[C:8]([O:29][CH3:30])=[N:9][N:10]3[C:14]([C:15]4[C:20]([O:21][CH3:22])=[CH:19][C:18]([CH2:23][O:24][CH2:25][CH3:26])=[CH:17][C:16]=4[O:27][CH3:28])=[CH:13][S:12][C:11]=23)[CH2:3][CH2:2]1.C(O)C.[S:40](=[O:44])(=[O:43])([OH:42])[OH:41], predict the reaction product. (2) The product is: [O:53]=[C:25]1[NH:26][CH:27]=[C:28]([NH:30][C:31]([C:33]2[CH:34]=[N:35][N:36]([CH2:38][C:39]3[CH:40]=[CH:41][CH:42]=[CH:43][CH:44]=3)[CH:37]=2)=[O:32])[CH:29]=[C:24]1[C:9]1[NH:8][C:16]2[C:11]([CH:10]=1)=[C:12]([CH2:17][N:18]1[CH2:23][CH2:22][CH2:21][CH2:20][CH2:19]1)[CH:13]=[CH:14][CH:15]=2. Given the reactants C(OC([N:8]1[C:16]2[C:11](=[C:12]([CH2:17][N:18]3[CH2:23][CH2:22][CH2:21][CH2:20][CH2:19]3)[CH:13]=[CH:14][CH:15]=2)[CH:10]=[C:9]1[C:24]1[C:25](=[O:53])[N:26](COCC[Si](C)(C)C)[CH:27]=[C:28]([NH:30][C:31]([C:33]2[CH:34]=[N:35][N:36]([CH2:38][C:39]3[CH:44]=[CH:43][CH:42]=[CH:41][CH:40]=3)[CH:37]=2)=[O:32])[CH:29]=1)=O)(C)(C)C.B(Br)(Br)Br, predict the reaction product. (3) Given the reactants O[CH2:2][C:3]([NH:6][C:7]([C:9]1[N:10]=[C:11]([C:31]2[C:36]([Cl:37])=[CH:35][CH:34]=[CH:33][C:32]=2[Cl:38])[N:12]([C:14]2[CH:19]=[CH:18][C:17]([C:20]3[CH:25]=[CH:24][CH:23]=[C:22]([S:26]([CH3:29])(=[O:28])=[O:27])[CH:21]=3)=[CH:16][C:15]=2[Cl:30])[CH:13]=1)=O)([CH3:5])[CH3:4].C1C=CC=CC=1.P12(SP3(SP(SP(S3)(S1)=S)(=S)S2)=S)=[S:46], predict the reaction product. The product is: [Cl:30][C:15]1[CH:16]=[C:17]([C:20]2[CH:25]=[CH:24][CH:23]=[C:22]([S:26]([CH3:29])(=[O:28])=[O:27])[CH:21]=2)[CH:18]=[CH:19][C:14]=1[N:12]1[CH:13]=[C:9]([C:7]2[S:46][CH2:2][C:3]([CH3:5])([CH3:4])[N:6]=2)[N:10]=[C:11]1[C:31]1[C:36]([Cl:37])=[CH:35][CH:34]=[CH:33][C:32]=1[Cl:38]. (4) Given the reactants [F:1][CH2:2][C@@:3]1([C:45]([O:47]CC2C=CC=CC=2)=[O:46])[CH2:8][CH2:7][C:6]([C:9]2[C:10]([CH3:44])([CH3:43])[C@H:11]3[C@:24]([CH3:27])([CH2:25][CH:26]=2)[C@@H:23]2[C@:14]([CH3:42])([C@@:15]4([CH3:41])[C@H:20]([CH2:21][CH2:22]2)[C@H:19]2[C@H:28]([C:31]([CH3:33])=[CH2:32])[CH2:29][CH2:30][C@:18]2([NH:34][CH2:35][CH2:36][C:37]([OH:40])([CH3:39])[CH3:38])[CH2:17][CH2:16]4)[CH2:13][CH2:12]3)=[CH:5][CH2:4]1.[OH-].[Na+], predict the reaction product. The product is: [F:1][CH2:2][C@@:3]1([C:45]([OH:47])=[O:46])[CH2:8][CH2:7][C:6]([C:9]2[C:10]([CH3:44])([CH3:43])[C@H:11]3[C@:24]([CH3:27])([CH2:25][CH:26]=2)[C@@H:23]2[C@:14]([CH3:42])([C@@:15]4([CH3:41])[C@H:20]([CH2:21][CH2:22]2)[C@H:19]2[C@H:28]([C:31]([CH3:33])=[CH2:32])[CH2:29][CH2:30][C@:18]2([NH:34][CH2:35][CH2:36][C:37]([OH:40])([CH3:38])[CH3:39])[CH2:17][CH2:16]4)[CH2:13][CH2:12]3)=[CH:5][CH2:4]1. (5) Given the reactants [Cl:1][C:2]1[CH:15]=[CH:14][C:5]([CH2:6][N:7]2[CH2:12][CH2:11][CH:10]([NH2:13])[CH2:9][CH2:8]2)=[CH:4][CH:3]=1.[Cl:16][C:17]1[N:18]=[N:19][C:20](Cl)=[CH:21][CH:22]=1.C(=O)([O-])[O-].[Na+].[Na+], predict the reaction product. The product is: [Cl:1][C:2]1[CH:3]=[CH:4][C:5]([CH2:6][N:7]2[CH2:8][CH2:9][CH:10]([NH:13][C:20]3[N:19]=[N:18][C:17]([Cl:16])=[CH:22][CH:21]=3)[CH2:11][CH2:12]2)=[CH:14][CH:15]=1.